From a dataset of Peptide-MHC class I binding affinity with 185,985 pairs from IEDB/IMGT. Regression. Given a peptide amino acid sequence and an MHC pseudo amino acid sequence, predict their binding affinity value. This is MHC class I binding data. (1) The peptide sequence is AAGLPAIFV. The MHC is HLA-B58:01 with pseudo-sequence HLA-B58:01. The binding affinity (normalized) is 0.0847. (2) The peptide sequence is FPFLYKFLL. The MHC is HLA-B40:01 with pseudo-sequence HLA-B40:01. The binding affinity (normalized) is 0.0491. (3) The peptide sequence is SYNNKEKKW. The MHC is HLA-A02:03 with pseudo-sequence HLA-A02:03. The binding affinity (normalized) is 0. (4) The peptide sequence is ALKRAQSEL. The MHC is HLA-A02:01 with pseudo-sequence HLA-A02:01. The binding affinity (normalized) is 0.0166. (5) The peptide sequence is NPDIVIYQY. The MHC is HLA-A68:02 with pseudo-sequence HLA-A68:02. The binding affinity (normalized) is 0. (6) The peptide sequence is TSTLQEQIGW. The MHC is HLA-B08:01 with pseudo-sequence HLA-B08:01. The binding affinity (normalized) is 0.